Dataset: Reaction yield outcomes from USPTO patents with 853,638 reactions. Task: Predict the reaction yield, written as a fraction of the theoretical maximum amount of product (1.0 means a 100% yield; for example, 0.34 means a 34% yield). (1) The catalyst is CO. The yield is 0.980. The product is [Br:1][C:2]1[CH:3]=[C:4]([N+:9]([O-:11])=[O:10])[C:5]([O:13][CH3:12])=[N:6][CH:7]=1. The reactants are [Br:1][C:2]1[CH:3]=[C:4]([N+:9]([O-:11])=[O:10])[C:5](Cl)=[N:6][CH:7]=1.[CH3:12][O-:13].[Na+]. (2) The reactants are FC(F)(F)C(OC(=O)C(F)(F)F)=[O:4].[Cl:14][C:15]1[C:20]([C:21]2([F:25])[CH2:24][CH2:23][CH2:22]2)=[CH:19][CH:18]=[C:17]([CH3:26])[N+:16]=1[O-].[OH-].[Na+]. The catalyst is ClCCl. The product is [Cl:14][C:15]1[N:16]=[C:17]([CH2:26][OH:4])[CH:18]=[CH:19][C:20]=1[C:21]1([F:25])[CH2:24][CH2:23][CH2:22]1. The yield is 0.320. (3) The reactants are [Cl:1][C:2]1[CH:7]=[CH:6][C:5]([S:8]([CH:11]2[CH2:16][CH2:15][NH:14][CH2:13][CH2:12]2)(=[O:10])=[O:9])=[CH:4][CH:3]=1.Cl[C:18]1[C:27]2[C:22](=[CH:23][CH:24]=[CH:25][CH:26]=2)[CH:21]=[CH:20][N:19]=1.CCN(C(C)C)C(C)C. The catalyst is O1CCOCC1. The product is [Cl:1][C:2]1[CH:3]=[CH:4][C:5]([S:8]([CH:11]2[CH2:16][CH2:15][N:14]([C:18]3[C:27]4[C:22](=[CH:23][CH:24]=[CH:25][CH:26]=4)[CH:21]=[CH:20][N:19]=3)[CH2:13][CH2:12]2)(=[O:9])=[O:10])=[CH:6][CH:7]=1. The yield is 0.100. (4) The product is [O:1]([C:8]1[CH:9]=[C:10]([N:14]([CH2:15][C:16]2[CH:17]=[C:18]([CH:23]=[CH:24][CH:25]=2)[C:19]([O:21][CH3:22])=[O:20])[CH2:29][CH:28]([OH:30])[C:27]([F:32])([F:31])[F:26])[CH:11]=[CH:12][CH:13]=1)[C:2]1[CH:7]=[CH:6][CH:5]=[CH:4][CH:3]=1. The yield is 0.960. The catalyst is C(#N)C.O.C(Cl)Cl. The reactants are [O:1]([C:8]1[CH:9]=[C:10]([NH:14][CH2:15][C:16]2[CH:17]=[C:18]([CH:23]=[CH:24][CH:25]=2)[C:19]([O:21][CH3:22])=[O:20])[CH:11]=[CH:12][CH:13]=1)[C:2]1[CH:7]=[CH:6][CH:5]=[CH:4][CH:3]=1.[F:26][C:27]([F:32])([F:31])[CH:28]1[O:30][CH2:29]1.FC(F)(F)S([O-])(=O)=O.[Yb+3].FC(F)(F)S([O-])(=O)=O.FC(F)(F)S([O-])(=O)=O. (5) The reactants are [C:1]([CH:3]1[CH2:8][CH2:7][N:6]([C:9]([N:11]2[CH2:17][C:16]3[CH:18]=[C:19]([C:22]4[CH:27]=[CH:26][C:25]([C:28]5[N:29](C(OCC(C)C)=O)[CH:30]=[CH:31][N:32]=5)=[CH:24][CH:23]=4)[CH:20]=[CH:21][C:15]=3[O:14][CH2:13][CH2:12]2)=[O:10])[CH2:5][CH2:4]1)#[N:2].CO.C1COCC1.C(=O)([O-])[O-].[K+].[K+]. The catalyst is O. The product is [NH:29]1[CH:30]=[CH:31][N:32]=[C:28]1[C:25]1[CH:26]=[CH:27][C:22]([C:19]2[CH:20]=[CH:21][C:15]3[O:14][CH2:13][CH2:12][N:11]([C:9]([N:6]4[CH2:7][CH2:8][CH:3]([C:1]#[N:2])[CH2:4][CH2:5]4)=[O:10])[CH2:17][C:16]=3[CH:18]=2)=[CH:23][CH:24]=1. The yield is 0.650. (6) The reactants are Cl.[NH2:2][C:3]1[C:12]2[N:13]=[C:14]([CH2:39][CH2:40][O:41][CH3:42])[N:15]([CH2:16][CH2:17][CH2:18][N:19]([CH2:24][C:25]3[CH:26]=[C:27]([CH:36]=[CH:37][CH:38]=3)[O:28][C:29]3([C:32]([O:34][CH3:35])=[O:33])[CH2:31][CH2:30]3)[C:20](=[O:23])[CH2:21]Cl)[C:11]=2[C:10]2[CH:9]=[CH:8][CH:7]=[CH:6][C:5]=2[N:4]=1.[CH2:43]([NH:45][CH2:46][CH3:47])[CH3:44]. The yield is 0.670. The product is [NH2:2][C:3]1[C:12]2[N:13]=[C:14]([CH2:39][CH2:40][O:41][CH3:42])[N:15]([CH2:16][CH2:17][CH2:18][N:19]([CH2:24][C:25]3[CH:26]=[C:27]([CH:36]=[CH:37][CH:38]=3)[O:28][C:29]3([C:32]([O:34][CH3:35])=[O:33])[CH2:31][CH2:30]3)[C:20](=[O:23])[CH2:21][N:45]([CH2:46][CH3:47])[CH2:43][CH3:44])[C:11]=2[C:10]2[CH:9]=[CH:8][CH:7]=[CH:6][C:5]=2[N:4]=1. No catalyst specified. (7) The reactants are [CH:1]1([N:4]2[C:13]3[C:8](=[CH:9][C:10]([F:17])=[C:11]([Cl:16])[C:12]=3[O:14][CH3:15])[C:7](=[O:18])[C:6]([C:19]([O:21]C)=[O:20])=[CH:5]2)[CH2:3][CH2:2]1.C([O-])(=O)C.S(=O)(=O)(O)O. The catalyst is O. The product is [CH:1]1([N:4]2[C:13]3[C:8](=[CH:9][C:10]([F:17])=[C:11]([Cl:16])[C:12]=3[O:14][CH3:15])[C:7](=[O:18])[C:6]([C:19]([OH:21])=[O:20])=[CH:5]2)[CH2:2][CH2:3]1. The yield is 0.918. (8) The reactants are N(C(OC(C)(C)C)=O)=NC(OC(C)(C)C)=O.[Cl:17][C:18]1[C:27]2[C:22](=[CH:23][C:24]([OH:30])=[C:25]([O:28][CH3:29])[CH:26]=2)[N:21]=[CH:20][N:19]=1.[CH3:31][N:32]1[CH2:37][CH2:36][N:35]([CH2:38][CH2:39][CH2:40]O)[CH2:34][CH2:33]1.C1(P(C2C=CC=CC=2)C2C=CC=CC=2)C=CC=CC=1. The catalyst is ClCCl. The product is [Cl:17][C:18]1[C:27]2[C:22](=[CH:23][C:24]([O:30][CH2:40][CH2:39][CH2:38][N:35]3[CH2:36][CH2:37][N:32]([CH3:31])[CH2:33][CH2:34]3)=[C:25]([O:28][CH3:29])[CH:26]=2)[N:21]=[CH:20][N:19]=1. The yield is 0.740. (9) The reactants are [C:14]1(P([C:14]2[CH:19]=[CH:18][CH:17]=[CH:16][CH:15]=2)[C:14]2[CH:19]=[CH:18][CH:17]=[CH:16][CH:15]=2)[CH:19]=[CH:18][CH:17]=[CH:16][CH:15]=1.CCCBr.CC(C)([O-])C.[K+].[Cl:30][CH2:31][CH2:32][CH2:33][CH2:34][CH2:35][CH2:36]C#CC=O. The catalyst is O1CCCC1.CN(C)C(=O)C. The product is [CH2:31]([Cl:30])[CH2:32][CH2:33][CH2:34][CH2:35][CH2:36][C:15]#[C:16]/[CH:17]=[CH:18]\[CH2:19][CH3:14]. The yield is 0.866. (10) The reactants are [C:1]([CH2:3][C:4]1[CH:5]=[C:6]([CH:11]=[CH:12][CH:13]=1)[C:7]([O:9][CH3:10])=[O:8])#[N:2].Cl.[OH-:15].[Na+]. The catalyst is C1COCC1. The product is [NH2:2][C:1](=[O:15])[CH2:3][C:4]1[CH:5]=[C:6]([CH:11]=[CH:12][CH:13]=1)[C:7]([O:9][CH3:10])=[O:8]. The yield is 0.700.